Dataset: Reaction yield outcomes from USPTO patents with 853,638 reactions. Task: Predict the reaction yield, written as a fraction of the theoretical maximum amount of product (1.0 means a 100% yield; for example, 0.34 means a 34% yield). The reactants are [CH3:1][O:2][C:3]1[CH:8]=[C:7]([CH3:9])[NH:6][C:5](=[O:10])[C:4]=1[CH2:11][NH:12][C:13]([C:15]1[C:16]([CH3:32])=[C:17]([CH:24]([CH:26]2[CH2:31][CH2:30][NH:29][CH2:28][CH2:27]2)[CH3:25])[N:18]2[C:23]=1[CH:22]=[CH:21][CH:20]=[N:19]2)=[O:14].[F:33][C:34]([F:39])([CH3:38])[C:35](O)=[O:36].F[P-](F)(F)(F)(F)F.C(C(=NO[C+](N(C)C)N1CCOCC1)C(OCC)=O)#N.C(N(CC)CC)C. The catalyst is ClCCl. The product is [F:33][C:34]([F:39])([CH3:38])[C:35]([N:29]1[CH2:30][CH2:31][CH:26]([CH:24]([C:17]2[N:18]3[N:19]=[CH:20][CH:21]=[CH:22][C:23]3=[C:15]([C:13]([NH:12][CH2:11][C:4]3[C:5](=[O:10])[NH:6][C:7]([CH3:9])=[CH:8][C:3]=3[O:2][CH3:1])=[O:14])[C:16]=2[CH3:32])[CH3:25])[CH2:27][CH2:28]1)=[O:36]. The yield is 0.0600.